This data is from CYP2D6 substrate classification data from Carbon-Mangels et al.. The task is: Regression/Classification. Given a drug SMILES string, predict its absorption, distribution, metabolism, or excretion properties. Task type varies by dataset: regression for continuous measurements (e.g., permeability, clearance, half-life) or binary classification for categorical outcomes (e.g., BBB penetration, CYP inhibition). Dataset: cyp2d6_substrate_carbonmangels. (1) The drug is CC(=O)O[C@H]1C(=O)[C@]2(C)[C@@H](O)C[C@H]3OC[C@@]3(OC(C)=O)[C@H]2[C@H](OC(=O)c2ccccc2)[C@]2(O)C[C@H](OC(=O)[C@H](O)[C@@H](NC(=O)c3ccccc3)c3ccccc3)C(C)=C1C2(C)C. The result is 0 (non-substrate). (2) The molecule is CCOC(=O)C[C@@H](SP(=S)(OC)OC)C(=O)OCC. The result is 0 (non-substrate). (3) The molecule is CN(C)Cc1nnc2n1-c1ccc(Cl)cc1C(c1ccccc1)=NC2. The result is 0 (non-substrate). (4) The drug is C#C[C@]1(O)CC[C@H]2[C@@H]3CCc4cc(OC)ccc4[C@H]3CC[C@@]21C. The result is 0 (non-substrate). (5) The compound is CN1C(=O)[C@@](C)(C2=CCCCC2)C(=O)N=C1O. The result is 0 (non-substrate).